From a dataset of Forward reaction prediction with 1.9M reactions from USPTO patents (1976-2016). Predict the product of the given reaction. Given the reactants [N:1]1([CH2:7][CH2:8][NH2:9])[CH2:6][CH2:5][CH2:4][CH2:3][CH2:2]1.[Cl:10][C:11]1[CH:16]=[CH:15][N:14]=[C:13]2[CH:17]=[C:18]([C:20]([O-])=[O:21])[S:19][C:12]=12.[Li+], predict the reaction product. The product is: [N:1]1([CH2:7][CH2:8][NH:9][C:20]([C:18]2[S:19][C:12]3[C:13](=[N:14][CH:15]=[CH:16][C:11]=3[Cl:10])[CH:17]=2)=[O:21])[CH2:6][CH2:5][CH2:4][CH2:3][CH2:2]1.